From a dataset of TCR-epitope binding with 47,182 pairs between 192 epitopes and 23,139 TCRs. Binary Classification. Given a T-cell receptor sequence (or CDR3 region) and an epitope sequence, predict whether binding occurs between them. (1) The epitope is LPPIVAKEI. The TCR CDR3 sequence is CASINEGLGQPQHF. Result: 0 (the TCR does not bind to the epitope). (2) The epitope is HPKVSSEVHI. The TCR CDR3 sequence is CSAADRASGIEQYF. Result: 1 (the TCR binds to the epitope). (3) The epitope is SSNVANYQK. The TCR CDR3 sequence is CASSNRDRGEYNEQFF. Result: 0 (the TCR does not bind to the epitope). (4) The epitope is ELAGIGILTV. The TCR CDR3 sequence is CASSPFPTGGNQPQHF. Result: 0 (the TCR does not bind to the epitope). (5) The epitope is TPQDLNTML. The TCR CDR3 sequence is CASSLGGLNTIYF. Result: 1 (the TCR binds to the epitope). (6) Result: 1 (the TCR binds to the epitope). The epitope is KLPDDFTGCV. The TCR CDR3 sequence is CASSQALPGPGAYGGQYF. (7) The epitope is YEGNSPFHPL. The TCR CDR3 sequence is CASSLGDTSYEQYF. Result: 0 (the TCR does not bind to the epitope). (8) The TCR CDR3 sequence is CASSTTGQGGNTIYF. The epitope is SEISMDNSPNL. Result: 1 (the TCR binds to the epitope).